This data is from Full USPTO retrosynthesis dataset with 1.9M reactions from patents (1976-2016). The task is: Predict the reactants needed to synthesize the given product. (1) Given the product [CH3:1][O:2][C:3]1[CH:4]=[CH:5][C:6]([CH2:7][O:8][C:9]2[CH:16]=[CH:15][CH:14]=[CH:13][C:10]=2[C:11](=[O:12])[CH2:27][CH2:26][C:28](=[O:29])[CH3:30])=[CH:17][CH:18]=1, predict the reactants needed to synthesize it. The reactants are: [CH3:1][O:2][C:3]1[CH:18]=[CH:17][C:6]([CH2:7][O:8][C:9]2[CH:16]=[CH:15][CH:14]=[CH:13][C:10]=2[CH:11]=[O:12])=[CH:5][CH:4]=1.CCN(CC)CC.[CH:26]([C:28]([CH3:30])=[O:29])=[CH2:27]. (2) Given the product [NH2:1][C:2]1[N:19]=[C:5]2[CH:6]=[N:7][C:8]([C:10]3[CH:11]=[C:12]([CH:16]=[CH:17][CH:18]=3)[C:13]([O:15][CH2:24][CH3:25])=[O:14])=[CH:9][N:4]2[N:3]=1, predict the reactants needed to synthesize it. The reactants are: [NH2:1][C:2]1[N:19]=[C:5]2[CH:6]=[N:7][C:8]([C:10]3[CH:11]=[C:12]([CH:16]=[CH:17][CH:18]=3)[C:13]([OH:15])=[O:14])=[CH:9][N:4]2[N:3]=1.S(Cl)(Cl)=O.[CH2:24](O)[CH3:25]. (3) Given the product [CH2:23]([O:33][C:35](=[NH:36])[CH2:2][CH2:7][C:16]1[CH:21]=[CH:20][CH:19]=[CH:18][CH:17]=1)[CH3:24].[ClH:1], predict the reactants needed to synthesize it. The reactants are: [ClH:1].[CH:2]1([C@@:7](O)([C:16]2[CH:21]=[CH:20][CH:19]=[CH:18][CH:17]=2)C(N2CCNCC2)=O)CCCC1.[CH3:23][CH2:24]N(C(C)C)C(C)C.C[N:33]([CH:35]=[O:36])C.